This data is from Reaction yield outcomes from USPTO patents with 853,638 reactions. The task is: Predict the reaction yield, written as a fraction of the theoretical maximum amount of product (1.0 means a 100% yield; for example, 0.34 means a 34% yield). The reactants are [CH:1]1([Mg]Br)[CH2:3][CH2:2]1.[CH:6]([N:19]1[CH2:22][C:21](=[O:23])[CH2:20]1)([C:13]1[CH:18]=[CH:17][CH:16]=[CH:15][CH:14]=1)[C:7]1[CH:12]=[CH:11][CH:10]=[CH:9][CH:8]=1.C([O-])(O)=O.[Na+]. The catalyst is C1COCC1. The product is [CH:6]([N:19]1[CH2:22][C:21]([CH:1]2[CH2:3][CH2:2]2)([OH:23])[CH2:20]1)([C:13]1[CH:18]=[CH:17][CH:16]=[CH:15][CH:14]=1)[C:7]1[CH:8]=[CH:9][CH:10]=[CH:11][CH:12]=1. The yield is 0.270.